Regression. Given a peptide amino acid sequence and an MHC pseudo amino acid sequence, predict their binding affinity value. This is MHC class II binding data. From a dataset of Peptide-MHC class II binding affinity with 134,281 pairs from IEDB. (1) The peptide sequence is KKGAGGITIKKTGQA. The MHC is HLA-DPA10103-DPB10201 with pseudo-sequence HLA-DPA10103-DPB10201. The binding affinity (normalized) is 0.0530. (2) The peptide sequence is EKKYFAATSFEPLAA. The MHC is DRB1_1001 with pseudo-sequence DRB1_1001. The binding affinity (normalized) is 0.812. (3) The peptide sequence is AFKVHATAANAAPAN. The MHC is DRB1_1001 with pseudo-sequence DRB1_1001. The binding affinity (normalized) is 0.863. (4) The peptide sequence is IAATAANAAPTNDKF. The MHC is HLA-DQA10501-DQB10301 with pseudo-sequence HLA-DQA10501-DQB10301. The binding affinity (normalized) is 0.814. (5) The peptide sequence is NELGMLEKTKEDLFG. The MHC is DRB3_0101 with pseudo-sequence DRB3_0101. The binding affinity (normalized) is 0.324.